Dataset: M1 muscarinic receptor antagonist screen with 61,756 compounds. Task: Binary Classification. Given a drug SMILES string, predict its activity (active/inactive) in a high-throughput screening assay against a specified biological target. (1) The compound is o1c(COc2ccc(OCC)cc2)ccc1C(=O)Nc1nc(ccc1)C. The result is 0 (inactive). (2) The drug is S(CCn1c(N2CCOCC2)nc2n(c(=O)[nH]c(=O)c12)C)c1ncccn1. The result is 0 (inactive). (3) The compound is O=C1N(CN(CN2C(=O)C(NC2=O)(C)C)c2ccc(cc2)C)C(=O)NC1(C)C. The result is 0 (inactive). (4) The drug is o1c(C(C)(C)C)cc(c1CN)C(OCC)=O. The result is 0 (inactive). (5) The compound is Clc1cc(C(=O)N2CCN=C2SC)c(OC)cc1. The result is 0 (inactive). (6) The molecule is Clc1c(CNCC2N(CCC2)CC)ccc(Cl)c1. The result is 1 (active).